This data is from Full USPTO retrosynthesis dataset with 1.9M reactions from patents (1976-2016). The task is: Predict the reactants needed to synthesize the given product. (1) The reactants are: [Br:1][C:2]1[C:3]([N:9]2[CH2:14][CH2:13][O:12][CH2:11][CH:10]2[C:15]([OH:17])=O)=[N:4][C:5]([Cl:8])=[N:6][CH:7]=1.ON1C2C=CC=CC=2N=N1.[C@@H:28]1([NH2:37])[C:36]2[C:31](=[CH:32][CH:33]=[CH:34][CH:35]=2)[CH2:30][CH2:29]1.Cl.C(N=C=NCCCN(C)C)C. Given the product [Br:1][C:2]1[C:3]([N:9]2[CH2:14][CH2:13][O:12][CH2:11][CH:10]2[C:15]([NH:37][C@@H:28]2[C:36]3[C:31](=[CH:32][CH:33]=[CH:34][CH:35]=3)[CH2:30][CH2:29]2)=[O:17])=[N:4][C:5]([Cl:8])=[N:6][CH:7]=1, predict the reactants needed to synthesize it. (2) The reactants are: [Cl:1][C:2]1[CH:3]=[C:4]([C@H:8]([OH:39])[CH2:9][NH:10][C:11]2[CH:16]=[CH:15][NH:14][C:13](=[O:17])[C:12]=2[C:18]2[NH:19][C:20]3[C:28]([N:29]=2)=[CH:27][C:26]2[C:25](=[O:30])[N:24]([CH:31]4[CH2:36][CH2:35][N:34]([CH3:37])[CH2:33][CH2:32]4)[C:23](=O)[C:22]=2[CH:21]=3)[CH:5]=[CH:6][CH:7]=1. Given the product [Cl:1][C:2]1[CH:3]=[C:4]([C@H:8]([OH:39])[CH2:9][NH:10][C:11]2[CH:16]=[CH:15][NH:14][C:13](=[O:17])[C:12]=2[C:18]2[NH:29][C:28]3[C:20](=[CH:21][C:22]4[CH2:23][N:24]([CH:31]5[CH2:36][CH2:35][N:34]([CH3:37])[CH2:33][CH2:32]5)[C:25](=[O:30])[C:26]=4[CH:27]=3)[N:19]=2)[CH:5]=[CH:6][CH:7]=1, predict the reactants needed to synthesize it.